Predict hERG channel inhibition at various concentrations. From a dataset of hERG Central: cardiac toxicity at 1µM, 10µM, and general inhibition. (1) The drug is CC(=O)c1ccc(C(=O)N2CCCC(N3CCN(c4ccc(F)cc4)CC3)C2)s1. Results: hERG_inhib (hERG inhibition (general)): blocker. (2) The compound is COc1cc2c(c(OC)c1OC)-c1c(cc3c(c1OC)OCO3)[C@@H](OC(C)=O)[C@H](C)[C@H](C)C2. Results: hERG_inhib (hERG inhibition (general)): blocker. (3) The drug is C/C(=N\NC(=O)CN1CCN(S(=O)(=O)c2ccc(C)cc2)CC1)c1ccncc1. Results: hERG_inhib (hERG inhibition (general)): blocker. (4) The compound is C[n+]1c2n(c3ccccc31)N=C(c1ccc(Br)cc1)CS2.[Br-]. Results: hERG_inhib (hERG inhibition (general)): blocker.